From a dataset of Catalyst prediction with 721,799 reactions and 888 catalyst types from USPTO. Predict which catalyst facilitates the given reaction. (1) Reactant: Cl.[C:2]1([CH3:10])[CH:7]=[CH:6][C:5]([NH:8]N)=[CH:4][CH:3]=1.[C:11]1([CH2:17][CH2:18]Br)[CH:16]=[CH:15][CH:14]=[CH:13][CH:12]=1.C(N(CC)CC)C.Cl.[CH:28]1([N:31]2[CH2:36][CH2:35][C:34](=O)[CH2:33][CH2:32]2)[CH2:30][CH2:29]1. Product: [CH:28]1([N:31]2[CH2:36][CH2:35][C:34]3[N:8]([CH2:18][CH2:17][C:11]4[CH:16]=[CH:15][CH:14]=[CH:13][CH:12]=4)[C:5]4[CH:4]=[CH:3][C:2]([CH3:10])=[CH:7][C:6]=4[C:33]=3[CH2:32]2)[CH2:30][CH2:29]1. The catalyst class is: 8. (2) Reactant: C(OC([N:8]1[CH:13]([CH3:14])[CH2:12][N:11]([C:15]2[CH:20]=[CH:19][CH:18]=[CH:17][C:16]=2[NH:21][C:22]2[C:23]3[CH:30]=[CH:29][S:28][C:24]=3[N:25]=[CH:26][N:27]=2)[CH2:10][CH:9]1[CH3:31])=O)(C)(C)C.FC(F)(F)C(O)=O. Product: [CH3:14][CH:13]1[NH:8][CH:9]([CH3:31])[CH2:10][N:11]([C:15]2[CH:20]=[CH:19][CH:18]=[CH:17][C:16]=2[NH:21][C:22]2[C:23]3[CH:30]=[CH:29][S:28][C:24]=3[N:25]=[CH:26][N:27]=2)[CH2:12]1. The catalyst class is: 2.